From a dataset of Reaction yield outcomes from USPTO patents with 853,638 reactions. Predict the reaction yield, written as a fraction of the theoretical maximum amount of product (1.0 means a 100% yield; for example, 0.34 means a 34% yield). (1) The product is [CH:34]1[C:35]2[C:30](=[CH:29][CH:28]=[CH:37][CH:36]=2)[CH:31]=[CH:32][C:33]=1[N:23]1[CH2:24][CH2:25][N:21]([C:17]2[CH:16]=[N:15][CH:20]=[CH:19][CH:18]=2)[C:22]1=[O:26]. The catalyst is C(Cl)(Cl)Cl.[Cu](I)I.CO.O1CCOCC1. The reactants are N[C@@H]1CCCC[C@H]1N.C(=O)([O-])[O-].[K+].[K+].[N:15]1[CH:20]=[CH:19][CH:18]=[C:17]([N:21]2[CH2:25][CH2:24][NH:23][C:22]2=[O:26])[CH:16]=1.Br[C:28]1[CH:37]=[CH:36][C:35]2[C:30](=[CH:31][CH:32]=[CH:33][CH:34]=2)[CH:29]=1. The yield is 0.280. (2) The reactants are [NH:1]1[C:9]2[C:4](=[CH:5][C:6]([NH:10][C:11]([C:13]3[O:17][C:16]([N:18]4[CH2:23][CH2:22][CH2:21][CH:20]([CH3:24])[CH2:19]4)=[N:15][C:14]=3[C:25]([F:28])([F:27])[F:26])=[O:12])=[CH:7][CH:8]=2)[CH:3]=[CH:2]1.C(=O)([O-])[O-].[Cs+].[Cs+].[F:35][C:36]1[CH:41]=[CH:40][CH:39]=[CH:38][C:37]=1[NH:42][C:43](=[O:46])[CH:44]=[CH2:45]. The catalyst is C(#N)C. The product is [F:35][C:36]1[CH:41]=[CH:40][CH:39]=[CH:38][C:37]=1[NH:42][C:43](=[O:46])[CH2:44][CH2:45][N:1]1[C:9]2[C:4](=[CH:5][C:6]([NH:10][C:11]([C:13]3[O:17][C:16]([N:18]4[CH2:23][CH2:22][CH2:21][CH:20]([CH3:24])[CH2:19]4)=[N:15][C:14]=3[C:25]([F:27])([F:28])[F:26])=[O:12])=[CH:7][CH:8]=2)[CH:3]=[CH:2]1. The yield is 0.0680. (3) The reactants are [Si:1]([O:8][C@H:9]([C@H:26]([O:42][Si:43]([C:46]([CH3:49])([CH3:48])[CH3:47])([CH3:45])[CH3:44])[C:27](=[O:41])[NH:28][CH2:29][CH2:30][C:31]([O:33]CC1C=CC=CC=1)=[O:32])[C:10](=[O:25])[NH:11][CH2:12][CH2:13][NH:14]C(=O)OCC1C=CC=CC=1)([C:4]([CH3:7])([CH3:6])[CH3:5])([CH3:3])[CH3:2]. The catalyst is C1COCC1.[Pd]. The product is [NH2:14][CH2:13][CH2:12][NH:11][C:10](=[O:25])[C@H:9]([O:8][Si:1]([C:4]([CH3:7])([CH3:6])[CH3:5])([CH3:3])[CH3:2])[C@H:26]([O:42][Si:43]([C:46]([CH3:47])([CH3:48])[CH3:49])([CH3:44])[CH3:45])[C:27]([NH:28][CH2:29][CH2:30][C:31]([OH:33])=[O:32])=[O:41]. The yield is 0.910. (4) The reactants are [C:1]([C:4]1[S:8][C:7]([C:9]([OH:11])=O)=[CH:6][CH:5]=1)(=[O:3])[CH3:2].CCN=C=NCCCN(C)C.C1C=CC2N(O)N=NC=2C=1.Cl.[CH3:34][NH:35][O:36][CH3:37].CN1CCOCC1. The catalyst is CC(N(C)C)=O.O. The product is [C:1]([C:4]1[S:8][C:7]([C:9]([N:35]([O:36][CH3:37])[CH3:34])=[O:11])=[CH:6][CH:5]=1)(=[O:3])[CH3:2]. The yield is 0.860. (5) The reactants are [NH2:1][C:2]1[CH:6]=[C:5]([C:7]2[CH:12]=[CH:11][N:10]=[CH:9][CH:8]=2)[S:4][C:3]=1[C:13]([NH2:15])=[O:14].[S:16]1(=[O:23])[CH2:21][CH2:20][C:19](=O)[CH2:18][CH2:17]1.C1(C)C=CC(S(O)(=O)=O)=CC=1. The catalyst is C(O)(=O)C. The product is [N:10]1[CH:9]=[CH:8][C:7]([C:5]2[S:4][C:3]3[C:13](=[O:14])[NH:15][C:19]4([CH2:20][CH2:21][S:16](=[O:23])[CH2:17][CH2:18]4)[NH:1][C:2]=3[CH:6]=2)=[CH:12][CH:11]=1. The yield is 0.160. (6) The reactants are [F:1][O:2][P:3]([CH2:7][C:8]1[CH:13]=[CH:12][C:11]([CH2:14][N:15]([CH2:27][C:28]2[CH:33]=[CH:32][C:31]([C:34]3[CH:35]=[C:36]([CH:41]=[C:42]([Br:44])[CH:43]=3)[C:37]([O:39]C)=[O:38])=[CH:30][CH:29]=2)[S:16]([C:19]2[CH:24]=[CH:23][CH:22]=[CH:21][C:20]=2[O:25][CH3:26])(=[O:18])=[O:17])=[CH:10][C:9]=1[Cl:45])([O:5][F:6])=[O:4]. The catalyst is [Li+].[OH-]. The product is [F:1][O:2][P:3]([CH2:7][C:8]1[CH:13]=[CH:12][C:11]([CH2:14][N:15]([CH2:27][C:28]2[CH:29]=[CH:30][C:31]([C:34]3[CH:35]=[C:36]([CH:41]=[C:42]([Br:44])[CH:43]=3)[C:37]([OH:39])=[O:38])=[CH:32][CH:33]=2)[S:16]([C:19]2[CH:24]=[CH:23][CH:22]=[CH:21][C:20]=2[O:25][CH3:26])(=[O:17])=[O:18])=[CH:10][C:9]=1[Cl:45])([O:5][F:6])=[O:4]. The yield is 0.850. (7) The reactants are C1C=CC2N(O)N=NC=2C=1.[CH3:11][O:12][C:13]1[C:18]([C:19]2[CH:24]=[CH:23][C:22]([S:25](=[O:28])(=[O:27])[NH2:26])=[CH:21][CH:20]=2)=[CH:17][C:16]([C:29]2[S:33][C:32]([C:34](O)=[O:35])=[N:31][C:30]=2[CH3:37])=[CH:15][CH:14]=1.Cl.[CH3:39][NH:40][O:41][CH3:42].C(Cl)CCl.C(N(CC)CC)C. The catalyst is CN(C=O)C.C(OCC)(=O)C. The product is [CH3:42][O:41][N:40]([CH3:39])[C:34]([C:32]1[S:33][C:29]([C:16]2[CH:17]=[C:18]([C:19]3[CH:20]=[CH:21][C:22]([S:25](=[O:28])(=[O:27])[NH2:26])=[CH:23][CH:24]=3)[C:13]([O:12][CH3:11])=[CH:14][CH:15]=2)=[C:30]([CH3:37])[N:31]=1)=[O:35]. The yield is 0.372.